Predict the product of the given reaction. From a dataset of Forward reaction prediction with 1.9M reactions from USPTO patents (1976-2016). The product is: [C:20]1([C@H:18]([NH:17][CH:13]2[CH2:14][CH2:15][CH2:16][CH:11]([C:8]3[O:7][C:6]([C:4]([OH:5])=[O:3])=[CH:10][CH:9]=3)[CH2:12]2)[CH3:19])[C:29]2[C:24](=[CH:25][CH:26]=[CH:27][CH:28]=2)[CH:23]=[CH:22][CH:21]=1. Given the reactants C([O:3][C:4]([C:6]1[O:7][C:8]([CH:11]2[CH2:16][CH2:15][CH2:14][CH:13]([NH:17][C@@H:18]([C:20]3[C:29]4[C:24](=[CH:25][CH:26]=[CH:27][CH:28]=4)[CH:23]=[CH:22][CH:21]=3)[CH3:19])[CH2:12]2)=[CH:9][CH:10]=1)=[O:5])C.[Li+].[OH-], predict the reaction product.